This data is from NCI-60 drug combinations with 297,098 pairs across 59 cell lines. The task is: Regression. Given two drug SMILES strings and cell line genomic features, predict the synergy score measuring deviation from expected non-interaction effect. (1) Drug 1: CN(C)C1=NC(=NC(=N1)N(C)C)N(C)C. Drug 2: CCC1(C2=C(COC1=O)C(=O)N3CC4=CC5=C(C=CC(=C5CN(C)C)O)N=C4C3=C2)O.Cl. Cell line: TK-10. Synergy scores: CSS=0.402, Synergy_ZIP=-2.34, Synergy_Bliss=-0.921, Synergy_Loewe=-15.0, Synergy_HSA=-5.15. (2) Drug 1: CC1=C2C(C(=O)C3(C(CC4C(C3C(C(C2(C)C)(CC1OC(=O)C(C(C5=CC=CC=C5)NC(=O)OC(C)(C)C)O)O)OC(=O)C6=CC=CC=C6)(CO4)OC(=O)C)O)C)O. Drug 2: C1CNP(=O)(OC1)N(CCCl)CCCl. Cell line: DU-145. Synergy scores: CSS=5.38, Synergy_ZIP=14.5, Synergy_Bliss=15.0, Synergy_Loewe=9.10, Synergy_HSA=9.10. (3) Drug 1: C1=NC(=NC(=O)N1C2C(C(C(O2)CO)O)O)N. Drug 2: CC1C(C(CC(O1)OC2CC(CC3=C2C(=C4C(=C3O)C(=O)C5=C(C4=O)C(=CC=C5)OC)O)(C(=O)CO)O)N)O.Cl. Cell line: SNB-19. Synergy scores: CSS=34.4, Synergy_ZIP=-3.74, Synergy_Bliss=-3.62, Synergy_Loewe=-11.8, Synergy_HSA=-1.29. (4) Drug 1: C1=NC2=C(N=C(N=C2N1C3C(C(C(O3)CO)O)O)F)N. Drug 2: C1=CN(C=N1)CC(O)(P(=O)(O)O)P(=O)(O)O. Cell line: HCT-15. Synergy scores: CSS=8.41, Synergy_ZIP=-4.37, Synergy_Bliss=-5.96, Synergy_Loewe=-4.49, Synergy_HSA=-4.28. (5) Drug 1: C1CCC(C1)C(CC#N)N2C=C(C=N2)C3=C4C=CNC4=NC=N3. Drug 2: CC(C)NC(=O)C1=CC=C(C=C1)CNNC.Cl. Cell line: OVCAR3. Synergy scores: CSS=-7.09, Synergy_ZIP=2.14, Synergy_Bliss=0.987, Synergy_Loewe=-5.08, Synergy_HSA=-3.54. (6) Drug 1: C1=NC2=C(N=C(N=C2N1C3C(C(C(O3)CO)O)O)F)N. Drug 2: CN(CCCl)CCCl.Cl. Cell line: NCI-H322M. Synergy scores: CSS=-0.0270, Synergy_ZIP=0.802, Synergy_Bliss=1.37, Synergy_Loewe=0.430, Synergy_HSA=-0.574. (7) Drug 1: CCCS(=O)(=O)NC1=C(C(=C(C=C1)F)C(=O)C2=CNC3=C2C=C(C=N3)C4=CC=C(C=C4)Cl)F. Drug 2: C1C(C(OC1N2C=NC3=C(N=C(N=C32)Cl)N)CO)O. Cell line: SF-268. Synergy scores: CSS=-2.77, Synergy_ZIP=2.31, Synergy_Bliss=2.51, Synergy_Loewe=-4.00, Synergy_HSA=-2.18.